This data is from Forward reaction prediction with 1.9M reactions from USPTO patents (1976-2016). The task is: Predict the product of the given reaction. (1) Given the reactants [CH3:1][C:2]([C:5]1[NH:9][N:8]=[C:7]([C:10]([O:12][CH2:13][CH3:14])=[O:11])[CH:6]=1)([CH3:4])[CH3:3].C(=O)([O-])[O-].[K+].[K+].I[CH2:22][CH3:23], predict the reaction product. The product is: [CH3:4][C:2]([C:5]1[CH:6]=[C:7]([C:10]([O:12][CH2:13][CH3:14])=[O:11])[N:8]([CH2:22][CH3:23])[N:9]=1)([CH3:1])[CH3:3]. (2) The product is: [CH3:39][N:40]([CH2:9][C:7]1[CH:6]=[C:5]([C:11]2[CH:12]=[N:13][N:14]3[C:19]([C:20]4[CH:21]=[C:22]([NH:26][C:27](=[O:38])[C:28]5[CH:33]=[CH:32][CH:31]=[C:30]([C:34]([F:36])([F:37])[F:35])[CH:29]=5)[CH:23]=[CH:24][CH:25]=4)=[CH:18][CH:17]=[N:16][C:15]=23)[CH:4]=[C:3]([CH2:1][N:47]([CH3:46])[CH3:42])[CH:8]=1)[CH3:41]. Given the reactants [CH:1]([C:3]1[CH:4]=[C:5]([C:11]2[CH:12]=[N:13][N:14]3[C:19]([C:20]4[CH:21]=[C:22]([NH:26][C:27](=[O:38])[C:28]5[CH:33]=[CH:32][CH:31]=[C:30]([C:34]([F:37])([F:36])[F:35])[CH:29]=5)[CH:23]=[CH:24][CH:25]=4)=[CH:18][CH:17]=[N:16][C:15]=23)[CH:6]=[C:7]([CH:9]=O)[CH:8]=1)=O.[CH3:39][NH:40][CH3:41].[C:42](O)(=O)C.[C:46]([BH3-])#[N:47].[Na+], predict the reaction product. (3) Given the reactants Cl[C:2]1[CH:3]=[CH:4][CH:5]=[C:6]2[C:10]=1[NH:9][C:8]([B:11]1[O:15][C:14]([CH3:17])([CH3:16])[C:13]([CH3:19])([CH3:18])[O:12]1)=[CH:7]2.[Br:20]C1C=CC=C2C=1NC=C2, predict the reaction product. The product is: [Br:20][C:2]1[CH:3]=[CH:4][CH:5]=[C:6]2[C:10]=1[NH:9][C:8]([B:11]1[O:15][C:14]([CH3:17])([CH3:16])[C:13]([CH3:19])([CH3:18])[O:12]1)=[CH:7]2. (4) Given the reactants C(OC([NH:8][C:9]1[CH:36]=[C:12]2[CH2:13][N:14]([C:18]([O:20][CH2:21][C:22]3[CH:27]=[C:26]([C:28]([F:31])([F:30])[F:29])[CH:25]=[C:24]([C:32]([F:35])([F:34])[F:33])[CH:23]=3)=[O:19])[CH2:15][CH2:16][CH2:17][N:11]2[N:10]=1)=O)(C)(C)C.Cl, predict the reaction product. The product is: [NH2:8][C:9]1[CH:36]=[C:12]2[CH2:13][N:14]([C:18]([O:20][CH2:21][C:22]3[CH:27]=[C:26]([C:28]([F:29])([F:30])[F:31])[CH:25]=[C:24]([C:32]([F:35])([F:33])[F:34])[CH:23]=3)=[O:19])[CH2:15][CH2:16][CH2:17][N:11]2[N:10]=1. (5) Given the reactants Cl.[CH2:2]([O:9][C:10]([N:12]1[CH2:17][CH2:16][CH2:15][CH:14]([NH:18][NH2:19])[CH2:13]1)=[O:11])[C:3]1[CH:8]=[CH:7][CH:6]=[CH:5][CH:4]=1.C(N(CC)CC)C.[C:27]([C:35]1[CH:40]=[CH:39][C:38]([C:41](OC)=[C:42]([C:45]#[N:46])[C:43]#[N:44])=[CH:37][CH:36]=1)(=[O:34])[C:28]1[CH:33]=[CH:32][CH:31]=[CH:30][CH:29]=1, predict the reaction product. The product is: [NH2:46][C:45]1[N:18]([CH:14]2[CH2:15][CH2:16][CH2:17][N:12]([C:10]([O:9][CH2:2][C:3]3[CH:8]=[CH:7][CH:6]=[CH:5][CH:4]=3)=[O:11])[CH2:13]2)[N:19]=[C:41]([C:38]2[CH:39]=[CH:40][C:35]([C:27](=[O:34])[C:28]3[CH:33]=[CH:32][CH:31]=[CH:30][CH:29]=3)=[CH:36][CH:37]=2)[C:42]=1[C:43]#[N:44]. (6) The product is: [Cl:8][C:7]1[C:2]([I:12])=[N:3][CH:4]=[C:5]([N+:9]([O-:11])=[O:10])[CH:6]=1. Given the reactants Cl[C:2]1[C:7]([Cl:8])=[CH:6][C:5]([N+:9]([O-:11])=[O:10])=[CH:4][N:3]=1.[I-:12].[K+].C(OCC)(=O)C, predict the reaction product. (7) Given the reactants Cl[C:2]1[CH:7]=[CH:6][N:5]2[C:8](=[O:23])[N:9]([CH2:11][C:12]3[C:13]([CH3:22])=[N:14][C:15]([C:18]([F:21])([F:20])[F:19])=[CH:16][CH:17]=3)[N:10]=[C:4]2[C:3]=1[C:24]1[CH:29]=[CH:28][N:27]=[CH:26][CH:25]=1.[CH3:30][O:31][C:32]1[CH:37]=[CH:36][C:35](B(O)O)=[CH:34][CH:33]=1.C(=O)([O-])[O-].[Na+].[Na+], predict the reaction product. The product is: [CH3:30][O:31][C:32]1[CH:37]=[CH:36][C:35]([C:2]2[CH:7]=[CH:6][N:5]3[C:8](=[O:23])[N:9]([CH2:11][C:12]4[C:13]([CH3:22])=[N:14][C:15]([C:18]([F:19])([F:21])[F:20])=[CH:16][CH:17]=4)[N:10]=[C:4]3[C:3]=2[C:24]2[CH:25]=[CH:26][N:27]=[CH:28][CH:29]=2)=[CH:34][CH:33]=1.